The task is: Predict the product of the given reaction.. This data is from Forward reaction prediction with 1.9M reactions from USPTO patents (1976-2016). (1) The product is: [CH:25]1([CH2:24][N:19]2[CH2:20][CH2:21][CH2:22][N:16]([C:14]([CH:12]3[CH2:13][N:10]([C:8]([C:5]4[CH:6]=[N:7][C:2]([CH3:1])=[CH:3][CH:4]=4)=[O:9])[CH2:11]3)=[O:15])[CH2:17][CH2:18]2)[CH2:27][CH2:26]1. Given the reactants [CH3:1][C:2]1[N:7]=[CH:6][C:5]([C:8]([N:10]2[CH2:13][CH:12]([C:14]([N:16]3[CH2:22][CH2:21][CH2:20][NH:19][CH2:18][CH2:17]3)=[O:15])[CH2:11]2)=[O:9])=[CH:4][CH:3]=1.Br[CH2:24][CH:25]1[CH2:27][CH2:26]1.C(=O)([O-])[O-].[K+].[K+], predict the reaction product. (2) Given the reactants [NH2:1][N:2]1[N:11]=[C:10]([C:12]2[CH:17]=[CH:16][C:15]([Cl:18])=[CH:14][CH:13]=2)[C:9]2[C:4](=[CH:5][CH:6]=[CH:7][CH:8]=2)[C:3]1=[O:19].[CH3:20][C:21]1[CH:22]=[C:23]([CH2:28][C:29](O)=[O:30])[CH:24]=[C:25]([CH3:27])[CH:26]=1, predict the reaction product. The product is: [Cl:18][C:15]1[CH:16]=[CH:17][C:12]([C:10]2[C:9]3[C:4](=[CH:5][CH:6]=[CH:7][CH:8]=3)[C:3](=[O:19])[N:2]([NH:1][C:29](=[O:30])[CH2:28][C:23]3[CH:22]=[C:21]([CH3:20])[CH:26]=[C:25]([CH3:27])[CH:24]=3)[N:11]=2)=[CH:13][CH:14]=1. (3) Given the reactants ClC1C(CO)=CC(F)=C(C=1)C(OC)=O.[CH:15]1([C:18]2[C:19]([CH2:32][OH:33])=[CH:20][C:21]([F:31])=[C:22]([CH:30]=2)[C:23]([O:25][C:26]([CH3:29])([CH3:28])[CH3:27])=[O:24])[CH2:17][CH2:16]1.ClC1C=C(O)C=NC=1OCC(F)(F)C(F)F.[Cl:50][C:51]1[CH:52]=[C:53](O)[CH:54]=[C:55]([Cl:57])[CH:56]=1, predict the reaction product. The product is: [CH:15]1([C:18]2[C:19]([CH2:32][O:33][C:53]3[CH:52]=[C:51]([Cl:50])[CH:56]=[C:55]([Cl:57])[CH:54]=3)=[CH:20][C:21]([F:31])=[C:22]([CH:30]=2)[C:23]([O:25][C:26]([CH3:28])([CH3:29])[CH3:27])=[O:24])[CH2:17][CH2:16]1. (4) The product is: [CH3:1][O:2][C:3](=[O:16])[CH2:4][CH2:5][C:6]1[CH:11]=[CH:10][CH:9]=[C:8]([CH2:12][C:13]([OH:15])=[O:14])[CH:7]=1. Given the reactants [CH3:1][O:2][C:3](=[O:16])/[CH:4]=[CH:5]/[C:6]1[CH:11]=[CH:10][CH:9]=[C:8]([CH2:12][C:13]([OH:15])=[O:14])[CH:7]=1, predict the reaction product. (5) The product is: [NH2:23][C:4]1[C:3]([F:16])=[C:2]([NH2:1])[C:11]([N+:12]([O-:14])=[O:13])=[CH:10][C:5]=1[C:6]([O:8][CH3:9])=[O:7]. Given the reactants [NH2:1][C:2]1[C:11]([N+:12]([O-:14])=[O:13])=[CH:10][C:5]([C:6]([O:8][CH3:9])=[O:7])=[C:4](F)[C:3]=1[F:16].O1CCOCC1.[NH3:23], predict the reaction product.